Dataset: Full USPTO retrosynthesis dataset with 1.9M reactions from patents (1976-2016). Task: Predict the reactants needed to synthesize the given product. (1) Given the product [NH:1]1[C:2]2[C:3](=[CH:4][C:5]([O:6][C:7]3[CH:16]=[CH:15][CH:14]=[CH:13][C:8]=3[C:9]([O:11][CH3:12])=[O:10])=[CH:17][CH:18]=2)[CH:19]=[N:27]1, predict the reactants needed to synthesize it. The reactants are: [NH2:1][C:2]1[CH:18]=[CH:17][C:5]([O:6][C:7]2[CH:16]=[CH:15][CH:14]=[CH:13][C:8]=2[C:9]([O:11][CH3:12])=[O:10])=[CH:4][C:3]=1[CH3:19].Cl.F[B-](F)(F)F.[NH4+].[N:27]([O-])=O.[Na+].[Cl-].[Na+].C([O-])(=O)C.[K+]. (2) Given the product [C:17]1([O:16][C:14](=[O:15])[NH:1][C:2]2[S:3][CH:4]=[CH:5][N:6]=2)[CH:22]=[CH:21][CH:20]=[CH:19][CH:18]=1, predict the reactants needed to synthesize it. The reactants are: [NH2:1][C:2]1[S:3][CH:4]=[CH:5][N:6]=1.N1C=CC=CC=1.Cl[C:14]([O:16][C:17]1[CH:22]=[CH:21][CH:20]=[CH:19][CH:18]=1)=[O:15].C(OCC)(=O)C.O1CCCC1.